This data is from Full USPTO retrosynthesis dataset with 1.9M reactions from patents (1976-2016). The task is: Predict the reactants needed to synthesize the given product. (1) Given the product [F:25][C:26]1[NH:31]/[C:30](=[N:32]\[NH:33][C:52]([CH:51]([CH2:47][CH:48]([CH3:50])[CH3:49])[CH2:55][NH:56][C:57](=[O:58])[O:59][C:60]([CH3:61])([CH3:62])[CH3:63])=[O:53])/[CH:29]=[C:28]([C:34]2[CH:39]=[CH:38][N:37]=[C:36]([NH:40][C:41]3[N:42]([CH3:46])[N:43]=[CH:44][CH:45]=3)[N:35]=2)[CH:27]=1, predict the reactants needed to synthesize it. The reactants are: CN(C(ON1N=NC2C=CC=NC1=2)=[N+](C)C)C.F[P-](F)(F)(F)(F)F.[F:25][C:26]1[NH:31][C:30](=[N:32][NH2:33])[CH:29]=[C:28]([C:34]2[CH:39]=[CH:38][N:37]=[C:36]([NH:40][C:41]3[N:42]([CH3:46])[N:43]=[CH:44][CH:45]=3)[N:35]=2)[CH:27]=1.[CH2:47]([CH:51]([CH2:55][NH:56][C:57]([O:59][C:60]([CH3:63])([CH3:62])[CH3:61])=[O:58])[C:52](O)=[O:53])[CH:48]([CH3:50])[CH3:49]. (2) Given the product [ClH:4].[CH3:17][N:16]1[C:12]2[C:7]3[CH:8]=[CH:9][CH:10]=[CH:11][C:6]=3[N:5]=[C:19]([NH2:20])[C:13]=2[N:14]=[C:15]1[CH3:18], predict the reactants needed to synthesize it. The reactants are: C([Cl:4])(=O)C.[NH2:5][C:6]1[CH:11]=[CH:10][CH:9]=[CH:8][C:7]=1[C:12]1[N:16]([CH3:17])[C:15]([CH3:18])=[N:14][C:13]=1[C:19]#[N:20]. (3) The reactants are: CS(C)=O.FC(F)(F)C(OC(=O)C(F)(F)F)=O.[OH:18][C@@H:19]([C@:24]1([CH2:63][CH:64]=[CH2:65])[O:53][C@H:52]([CH2:54][O:55][CH2:56][C:57]2[CH:62]=[CH:61][CH:60]=[CH:59][CH:58]=2)[C@@H:43]([O:44][CH2:45][C:46]2[CH:51]=[CH:50][CH:49]=[CH:48][CH:47]=2)[C@H:34]([O:35][CH2:36][C:37]2[CH:42]=[CH:41][CH:40]=[CH:39][CH:38]=2)[C@H:25]1[O:26][CH2:27][C:28]1[CH:33]=[CH:32][CH:31]=[CH:30][CH:29]=1)[C:20]([O:22][CH3:23])=[O:21].C(N(CC)CC)C. Given the product [O:18]=[C:19]([C@:24]1([CH2:63][CH:64]=[CH2:65])[O:53][C@H:52]([CH2:54][O:55][CH2:56][C:57]2[CH:58]=[CH:59][CH:60]=[CH:61][CH:62]=2)[C@@H:43]([O:44][CH2:45][C:46]2[CH:47]=[CH:48][CH:49]=[CH:50][CH:51]=2)[C@H:34]([O:35][CH2:36][C:37]2[CH:42]=[CH:41][CH:40]=[CH:39][CH:38]=2)[C@H:25]1[O:26][CH2:27][C:28]1[CH:33]=[CH:32][CH:31]=[CH:30][CH:29]=1)[C:20]([O:22][CH3:23])=[O:21], predict the reactants needed to synthesize it. (4) Given the product [O:30]=[C:22]1[C:21]2[C:25](=[C:17]([NH:16][C:14]([NH:13][C:10]3[CH:11]=[CH:12][NH:8][N:9]=3)=[O:15])[CH:18]=[CH:19][CH:20]=2)[CH:24]2[CH2:26][CH2:27][CH2:28][CH2:29][N:23]12, predict the reactants needed to synthesize it. The reactants are: C(OC([N:8]1[CH:12]=[CH:11][C:10]([NH:13][C:14]([NH:16][C:17]2[CH:18]=[CH:19][CH:20]=[C:21]3[C:25]=2[CH:24]2[CH2:26][CH2:27][CH2:28][CH2:29][N:23]2[C:22]3=[O:30])=[O:15])=[N:9]1)=O)CCC. (5) Given the product [CH3:24][CH2:23]/[CH:22]=[CH:21]\[CH2:20]/[CH:19]=[CH:18]\[CH2:17]/[CH:16]=[CH:15]\[CH2:14][CH2:13][CH2:12][CH2:11][CH2:10][CH2:9][CH2:8][C:7]([OH:26])=[O:25].[C:7]([OH:26])(=[O:25])[CH2:8][CH2:9][CH2:10][CH2:11][CH2:12][CH2:13][CH2:14]/[CH:15]=[CH:16]\[CH2:17][CH2:18][CH2:19][CH2:20][CH2:21][CH2:22][CH2:23][CH3:24], predict the reactants needed to synthesize it. The reactants are: C1N=CNC1=O.[C:7]([OH:26])(=[O:25])[CH2:8][CH2:9][CH2:10][CH2:11][CH2:12][CH2:13][CH2:14]/[CH:15]=[CH:16]\[CH2:17][CH2:18][CH2:19][CH2:20][CH2:21][CH2:22][CH2:23][CH3:24]. (6) Given the product [F:1][C:2]([F:36])([F:37])[C:3]1[CH:4]=[C:5]([C:6]([N:8]2[C@H:13]([CH2:14][C:15]3[C:23]4[C:18](=[CH:19][CH:20]=[CH:21][CH:22]=4)[NH:17][CH:16]=3)[CH2:12][N:11]3[CH2:24][C@H:25]([N:38]4[CH2:42][CH2:41][CH2:40][CH2:39]4)[CH2:26][CH2:27][C@@H:10]3[CH2:9]2)=[O:7])[CH:29]=[C:30]([C:32]([F:34])([F:33])[F:35])[CH:31]=1.[F:1][C:2]([F:36])([F:37])[C:3]1[CH:4]=[C:5]([C:6]([N:8]2[C@H:13]([CH2:14][C:15]3[C:23]4[C:18](=[CH:19][CH:20]=[CH:21][CH:22]=4)[NH:17][CH:16]=3)[CH2:12][N:11]3[CH2:24][C@@H:25]([N:38]4[CH2:42][CH2:41][CH2:40][CH2:39]4)[CH2:26][CH2:27][C@@H:10]3[CH2:9]2)=[O:7])[CH:29]=[C:30]([C:32]([F:34])([F:33])[F:35])[CH:31]=1, predict the reactants needed to synthesize it. The reactants are: [F:1][C:2]([F:37])([F:36])[C:3]1[CH:4]=[C:5]([CH:29]=[C:30]([C:32]([F:35])([F:34])[F:33])[CH:31]=1)[C:6]([N:8]1[C@H:13]([CH2:14][C:15]2[C:23]3[C:18](=[CH:19][CH:20]=[CH:21][CH:22]=3)[NH:17][CH:16]=2)[CH2:12][N:11]2[CH2:24][C:25](=O)[CH2:26][CH2:27][C@@H:10]2[CH2:9]1)=[O:7].[NH:38]1[CH2:42][CH2:41][CH2:40][CH2:39]1.C(O[BH-](OC(=O)C)OC(=O)C)(=O)C.[Na+].C(=O)(O)[O-].[Na+].